Predict the reaction yield, written as a fraction of the theoretical maximum amount of product (1.0 means a 100% yield; for example, 0.34 means a 34% yield). From a dataset of Reaction yield outcomes from USPTO patents with 853,638 reactions. (1) The reactants are [OH-].[K+].[CH2:3]([C:5]([S:26]([CH3:29])(=[O:28])=[O:27])([CH2:11][CH2:12][N:13]1[CH:18]=[CH:17][C:16]([C:19]2[CH:24]=[CH:23][CH:22]=[CH:21][CH:20]=2)=[CH:15][C:14]1=[O:25])[C:6]([O:8]CC)=[O:7])[CH3:4].O1CCCC1CO.O.Cl. The catalyst is O. The product is [CH2:3]([C:5]([S:26]([CH3:29])(=[O:28])=[O:27])([CH2:11][CH2:12][N:13]1[CH:18]=[CH:17][C:16]([C:19]2[CH:24]=[CH:23][CH:22]=[CH:21][CH:20]=2)=[CH:15][C:14]1=[O:25])[C:6]([OH:8])=[O:7])[CH3:4]. The yield is 0.850. (2) The reactants are [C:1]1([C:7]2[O:11][C:10]([CH2:12][CH2:13][C:14]([O:16]C)=[O:15])=[N:9][N:8]=2)[CH:6]=[CH:5][CH:4]=[CH:3][CH:2]=1. The catalyst is [OH-].[Na+].CO. The product is [C:1]1([C:7]2[O:11][C:10]([CH2:12][CH2:13][C:14]([OH:16])=[O:15])=[N:9][N:8]=2)[CH:2]=[CH:3][CH:4]=[CH:5][CH:6]=1. The yield is 0.830. (3) The reactants are ON1C2N=CC=CC=2N=N1.[C:11]1([S:17](Cl)(=[O:19])=[O:18])[CH:16]=[CH:15][CH:14]=[CH:13][CH:12]=1.[NH2:21][C:22]1[CH:23]=[C:24]([C:28]2[N:29]=[C:30]([NH:55][CH2:56][CH3:57])[S:31][C:32]=2[C:33]2[CH:38]=[CH:37][N:36]=[C:35]([NH:39][C:40]3[CH:45]=[CH:44][C:43]([O:46][CH2:47][CH2:48][N:49]4[CH2:53][CH2:52][CH2:51][CH2:50]4)=[C:42]([F:54])[CH:41]=3)[N:34]=2)[CH:25]=[CH:26][CH:27]=1. The catalyst is C1COCC1. The product is [CH2:56]([NH:55][C:30]1[S:31][C:32]([C:33]2[CH:38]=[CH:37][N:36]=[C:35]([NH:39][C:40]3[CH:45]=[CH:44][C:43]([O:46][CH2:47][CH2:48][N:49]4[CH2:53][CH2:52][CH2:51][CH2:50]4)=[C:42]([F:54])[CH:41]=3)[N:34]=2)=[C:28]([C:24]2[CH:23]=[C:22]([NH:21][S:17]([C:11]3[CH:16]=[CH:15][CH:14]=[CH:13][CH:12]=3)(=[O:19])=[O:18])[CH:27]=[CH:26][CH:25]=2)[N:29]=1)[CH3:57]. The yield is 0.430.